From a dataset of NCI-60 drug combinations with 297,098 pairs across 59 cell lines. Regression. Given two drug SMILES strings and cell line genomic features, predict the synergy score measuring deviation from expected non-interaction effect. (1) Drug 2: C1CN(CCN1C(=O)CCBr)C(=O)CCBr. Cell line: MDA-MB-231. Drug 1: C1CC(=O)NC(=O)C1N2CC3=C(C2=O)C=CC=C3N. Synergy scores: CSS=16.8, Synergy_ZIP=-4.81, Synergy_Bliss=7.61, Synergy_Loewe=3.27, Synergy_HSA=7.25. (2) Drug 1: CC1C(C(CC(O1)OC2CC(CC3=C2C(=C4C(=C3O)C(=O)C5=C(C4=O)C(=CC=C5)OC)O)(C(=O)C)O)N)O.Cl. Drug 2: C1=NC2=C(N=C(N=C2N1C3C(C(C(O3)CO)O)O)F)N. Cell line: U251. Synergy scores: CSS=26.8, Synergy_ZIP=-9.76, Synergy_Bliss=-6.96, Synergy_Loewe=-65.0, Synergy_HSA=-7.26. (3) Drug 1: CN1C(=O)N2C=NC(=C2N=N1)C(=O)N. Drug 2: CCCCCOC(=O)NC1=NC(=O)N(C=C1F)C2C(C(C(O2)C)O)O. Cell line: M14. Synergy scores: CSS=0.138, Synergy_ZIP=1.19, Synergy_Bliss=0.808, Synergy_Loewe=-2.80, Synergy_HSA=-2.19. (4) Drug 1: C1C(C(OC1N2C=NC3=C(N=C(N=C32)Cl)N)CO)O. Drug 2: CC1CCC2CC(C(=CC=CC=CC(CC(C(=O)C(C(C(=CC(C(=O)CC(OC(=O)C3CCCCN3C(=O)C(=O)C1(O2)O)C(C)CC4CCC(C(C4)OC)O)C)C)O)OC)C)C)C)OC. Cell line: NCI-H322M. Synergy scores: CSS=-5.75, Synergy_ZIP=2.58, Synergy_Bliss=-0.146, Synergy_Loewe=-8.48, Synergy_HSA=-7.38. (5) Drug 1: C1CN1C2=NC(=NC(=N2)N3CC3)N4CC4. Drug 2: CC(CN1CC(=O)NC(=O)C1)N2CC(=O)NC(=O)C2. Cell line: COLO 205. Synergy scores: CSS=53.0, Synergy_ZIP=4.42, Synergy_Bliss=5.40, Synergy_Loewe=-2.90, Synergy_HSA=8.87. (6) Drug 1: CC1=C2C(C(=O)C3(C(CC4C(C3C(C(C2(C)C)(CC1OC(=O)C(C(C5=CC=CC=C5)NC(=O)OC(C)(C)C)O)O)OC(=O)C6=CC=CC=C6)(CO4)OC(=O)C)O)C)O. Drug 2: COCCOC1=C(C=C2C(=C1)C(=NC=N2)NC3=CC=CC(=C3)C#C)OCCOC.Cl. Cell line: TK-10. Synergy scores: CSS=46.3, Synergy_ZIP=3.67, Synergy_Bliss=6.22, Synergy_Loewe=11.3, Synergy_HSA=10.4.